This data is from Forward reaction prediction with 1.9M reactions from USPTO patents (1976-2016). The task is: Predict the product of the given reaction. (1) Given the reactants Cl.Cl.[NH2:3][C@@H:4]([C:8]([N:10]1[CH2:15][CH2:14][CH:13]([CH:16]2[CH2:21][CH2:20][N:19]([CH3:22])[CH2:18][CH2:17]2)[CH2:12][CH2:11]1)=[O:9])[CH:5]([CH3:7])[CH3:6].C(N(CC)CC)C.[C:30](Cl)(=[O:39])[C:31]1[CH:36]=[CH:35][C:34]([O:37][CH3:38])=[CH:33][CH:32]=1, predict the reaction product. The product is: [CH3:38][O:37][C:34]1[CH:35]=[CH:36][C:31]([C:30]([NH:3][C@@H:4]([C:8]([N:10]2[CH2:15][CH2:14][CH:13]([CH:16]3[CH2:17][CH2:18][N:19]([CH3:22])[CH2:20][CH2:21]3)[CH2:12][CH2:11]2)=[O:9])[CH:5]([CH3:6])[CH3:7])=[O:39])=[CH:32][CH:33]=1. (2) Given the reactants [CH3:1][C:2]1([C:8]([OH:10])=O)[CH2:7][CH2:6][CH2:5][CH2:4][CH2:3]1.O=S(Cl)[Cl:13], predict the reaction product. The product is: [CH3:1][C:2]1([C:8]([Cl:13])=[O:10])[CH2:7][CH2:6][CH2:5][CH2:4][CH2:3]1. (3) Given the reactants C[O:2][C:3]1[CH:4]=[C:5]2[C:10](=[CH:11][C:12]=1[C:13]1[N:18]=[N:17][C:16]([N:19]([CH3:31])[CH:20]3[CH2:25][C:24]([CH3:27])([CH3:26])[N:23]([CH3:28])[C:22]([CH3:30])([CH3:29])[CH2:21]3)=[CH:15][CH:14]=1)[CH:9]=[N:8][CH:7]=[CH:6]2.C1(S)C=CC=CC=1, predict the reaction product. The product is: [CH3:31][N:19]([CH:20]1[CH2:25][C:24]([CH3:26])([CH3:27])[N:23]([CH3:28])[C:22]([CH3:30])([CH3:29])[CH2:21]1)[C:16]1[N:17]=[N:18][C:13]([C:12]2[CH:11]=[C:10]3[C:5]([CH:6]=[CH:7][N:8]=[CH:9]3)=[CH:4][C:3]=2[OH:2])=[CH:14][CH:15]=1. (4) Given the reactants [NH2:1][C:2]1[C:6]2[CH:7]=[N:8][C:9]3[CH:10]=[C:11]([OH:17])[C:12]([O:15][CH3:16])=[CH:13][C:14]=3[C:5]=2[S:4][C:3]=1[C:18]([O-:20])=[O:19].Cl.Cl[CH2:23][CH2:24][N:25]1[CH2:30][CH2:29][O:28][CH2:27][CH2:26]1.[C:31]([O-])([O-])=O.[K+].[K+], predict the reaction product. The product is: [NH2:1][C:2]1[C:6]2[CH:7]=[N:8][C:9]3[CH:10]=[C:11]([O:17][CH2:23][CH2:24][N:25]4[CH2:30][CH2:29][O:28][CH2:27][CH2:26]4)[C:12]([O:15][CH3:16])=[CH:13][C:14]=3[C:5]=2[S:4][C:3]=1[C:18]([O:20][CH3:31])=[O:19].